From a dataset of Catalyst prediction with 721,799 reactions and 888 catalyst types from USPTO. Predict which catalyst facilitates the given reaction. Reactant: [C:1]([O:5][C:6](=[O:24])[N:7]([CH2:17][C:18]1[CH:23]=[CH:22][CH:21]=[CH:20][CH:19]=1)[CH2:8][CH2:9][C:10]1[CH:15]=[CH:14][C:13]([OH:16])=[CH:12][CH:11]=1)([CH3:4])([CH3:3])[CH3:2].F[C:26]1[CH:31]=[CH:30][C:29]([N+:32]([O-:34])=[O:33])=[CH:28][CH:27]=1.C(=O)([O-])[O-].[Cs+].[Cs+].CN(C)C=O. Product: [C:1]([O:5][C:6](=[O:24])[N:7]([CH2:17][C:18]1[CH:23]=[CH:22][CH:21]=[CH:20][CH:19]=1)[CH2:8][CH2:9][C:10]1[CH:15]=[CH:14][C:13]([O:16][C:26]2[CH:31]=[CH:30][C:29]([N+:32]([O-:34])=[O:33])=[CH:28][CH:27]=2)=[CH:12][CH:11]=1)([CH3:4])([CH3:2])[CH3:3]. The catalyst class is: 170.